From a dataset of Reaction yield outcomes from USPTO patents with 853,638 reactions. Predict the reaction yield, written as a fraction of the theoretical maximum amount of product (1.0 means a 100% yield; for example, 0.34 means a 34% yield). The reactants are C([N:8]([C:20]([O:22][CH2:23][C:24]1[CH:29]=[CH:28][CH:27]=[CH:26][CH:25]=1)=[O:21])[CH2:9][C:10]([N:12]1[CH2:19][CH2:18][CH2:17][C@H:13]1[C:14]([OH:16])=O)=[O:11])C1C=CC=CC=1.C(N(C(C)C)CC)(C)C.ClC(OCC)=O.C1(C)C=CC(S(O)(=O)=O)=CC=1.[CH2:56]([O:63][C:64](=[O:70])[C@H:65]([CH2:67][CH2:68][CH3:69])[NH2:66])[C:57]1[CH:62]=[CH:61][CH:60]=[CH:59][CH:58]=1. The catalyst is ClCCl. The product is [CH2:56]([O:63][C:64](=[O:70])[C@H:65]([CH2:67][CH2:68][CH3:69])[NH:66][C:14](=[O:16])[C@@H:13]1[CH2:17][CH2:18][CH2:19][N:12]1[C:10](=[O:11])[CH2:9][NH:8][C:20]([O:22][CH2:23][C:24]1[CH:25]=[CH:26][CH:27]=[CH:28][CH:29]=1)=[O:21])[C:57]1[CH:62]=[CH:61][CH:60]=[CH:59][CH:58]=1. The yield is 0.780.